From a dataset of Forward reaction prediction with 1.9M reactions from USPTO patents (1976-2016). Predict the product of the given reaction. (1) The product is: [C:1]([O:20][C@H:21]1[C@H:25]([O:26][C:27](=[O:45])[CH2:28][CH2:29][CH2:30][CH2:31][CH2:32][CH2:33][CH2:34]/[CH:35]=[CH:36]\[CH2:37][CH2:38][CH2:39][CH2:40][CH2:41][CH2:42][CH2:43][CH3:44])[CH2:24][N:23]([C:50](=[O:51])[CH2:49][CH2:48][N:47]([CH3:53])[CH3:46])[CH2:22]1)(=[O:19])[CH2:2][CH2:3][CH2:4][CH2:5][CH2:6][CH2:7][CH2:8]/[CH:9]=[CH:10]\[CH2:11][CH2:12][CH2:13][CH2:14][CH2:15][CH2:16][CH2:17][CH3:18]. Given the reactants [C:1]([O:20][C@H:21]1[C@H:25]([O:26][C:27](=[O:45])[CH2:28][CH2:29][CH2:30][CH2:31][CH2:32][CH2:33][CH2:34]/[CH:35]=[CH:36]\[CH2:37][CH2:38][CH2:39][CH2:40][CH2:41][CH2:42][CH2:43][CH3:44])[CH2:24][NH:23][CH2:22]1)(=[O:19])[CH2:2][CH2:3][CH2:4][CH2:5][CH2:6][CH2:7][CH2:8]/[CH:9]=[CH:10]\[CH2:11][CH2:12][CH2:13][CH2:14][CH2:15][CH2:16][CH2:17][CH3:18].[CH3:46][N:47]([CH3:53])[CH2:48][CH2:49][C:50](O)=[O:51], predict the reaction product. (2) Given the reactants [CH3:1][NH:2][CH2:3][CH2:4][CH:5]1[CH2:10][CH2:9][C:8]([C:16]2[CH:21]=[CH:20][CH:19]=[CH:18][CH:17]=2)([N:11]2[CH2:15][CH2:14][CH2:13]C2)[CH2:7][CH2:6]1.N1CCC1, predict the reaction product. The product is: [N:11]1([C:8]2([C:16]3[CH:17]=[CH:18][CH:19]=[CH:20][CH:21]=3)[CH2:9][CH2:10][CH:5]([CH2:4][CH2:3][NH:2][CH3:1])[CH2:6][CH2:7]2)[CH2:15][CH2:14][CH2:13]1. (3) The product is: [F:41][C:37]1([F:40])[CH2:38][CH2:39][N:34]([S:31]([C:26]2[CH:25]=[CH:30][CH:29]=[CH:28][C:27]=2[C:6]2[CH:5]=[CH:4][C:3]([C:17]3[N:18]=[CH:19][C:20]([NH2:23])=[N:21][CH:22]=3)=[C:2]([F:1])[CH:7]=2)(=[O:33])=[O:32])[CH2:35][CH2:36]1. Given the reactants [F:1][C:2]1[CH:7]=[C:6](B2OC(C)(C)C(C)(C)O2)[CH:5]=[CH:4][C:3]=1[C:17]1[N:18]=[CH:19][C:20]([NH2:23])=[N:21][CH:22]=1.Br[C:25]1[CH:30]=[CH:29][CH:28]=[CH:27][C:26]=1[S:31]([N:34]1[CH2:39][CH2:38][C:37]([F:41])([F:40])[CH2:36][CH2:35]1)(=[O:33])=[O:32], predict the reaction product.